Predict which catalyst facilitates the given reaction. From a dataset of Catalyst prediction with 721,799 reactions and 888 catalyst types from USPTO. (1) Reactant: [CH2:1]([N:8]1[CH2:12][CH2:11][CH2:10][CH:9]1[CH2:13]Cl)[C:2]1[CH:7]=[CH:6][CH:5]=[CH:4][CH:3]=1.[C-:15]#[N:16].[Na+]. Product: [CH2:1]([N:8]1[CH2:12][CH2:11][CH2:10][CH:9]1[CH2:13][C:15]#[N:16])[C:2]1[CH:7]=[CH:6][CH:5]=[CH:4][CH:3]=1. The catalyst class is: 35. (2) Reactant: [CH3:1][O:2][C:3]1[CH:12]=[CH:11][C:10]2[C:5](=[CH:6][CH:7]=[CH:8][CH:9]=2)[CH:4]=1.[C:13](Cl)(=[O:17])/[CH:14]=[CH:15]/[CH3:16].[Cl-].[Al+3].[Cl-].[Cl-]. Product: [CH3:1][O:2][C:3]1[CH:12]=[CH:11][C:10]2[C:5](=[CH:6][CH:7]=[C:8]([C:13](=[O:17])/[CH:14]=[CH:15]/[CH3:16])[CH:9]=2)[CH:4]=1. The catalyst class is: 4. (3) Reactant: [F:1][C:2]1[CH:7]=[C:6]([N+:8]([O-])=O)[C:5]([F:11])=[CH:4][C:3]=1[C:12]1[O:16][CH:15]=[N:14][CH:13]=1. Product: [F:11][C:5]1[CH:4]=[C:3]([C:12]2[O:16][CH:15]=[N:14][CH:13]=2)[C:2]([F:1])=[CH:7][C:6]=1[NH2:8]. The catalyst class is: 19. (4) Reactant: C([O:3][C:4](=[O:31])[CH2:5][O:6][C:7]1[CH:12]=[CH:11][CH:10]=[C:9]([C:13]([CH2:29][CH3:30])=[C:14]([C:22]2[CH:27]=[CH:26][C:25]([OH:28])=[CH:24][CH:23]=2)[C:15]2[CH:20]=[CH:19][C:18]([OH:21])=[CH:17][CH:16]=2)[CH:8]=1)C.[OH-].[Na+].Cl. Product: [CH2:29]([C:13]([C:9]1[CH:8]=[C:7]([O:6][CH2:5][C:4]([OH:31])=[O:3])[CH:12]=[CH:11][CH:10]=1)=[C:14]([C:22]1[CH:27]=[CH:26][C:25]([OH:28])=[CH:24][CH:23]=1)[C:15]1[CH:16]=[CH:17][C:18]([OH:21])=[CH:19][CH:20]=1)[CH3:30]. The catalyst class is: 242. (5) Reactant: [NH:1]1[C:5]2[CH:6]=[CH:7][CH:8]=[CH:9][C:4]=2[N:3]=[C:2]1[O:10][C:11]1[CH:16]=[CH:15][C:14]([C:17]2[C:21]3=[N:22][CH:23]=[CH:24][CH:25]=[C:20]3[N:19]([CH2:26][CH3:27])[N:18]=2)=[CH:13][CH:12]=1.CI.[C:30]([O-])([O-])=O.[K+].[K+].O. Product: [CH2:26]([N:19]1[C:20]2[C:21](=[N:22][CH:23]=[CH:24][CH:25]=2)[C:17]([C:14]2[CH:15]=[CH:16][C:11]([O:10][C:2]3[N:1]([CH3:30])[C:5]4[CH:6]=[CH:7][CH:8]=[CH:9][C:4]=4[N:3]=3)=[CH:12][CH:13]=2)=[N:18]1)[CH3:27]. The catalyst class is: 3. (6) Reactant: [CH2:1]([O:8][C:9]([NH:11][CH2:12][CH2:13][CH2:14][C@H:15]([NH:20][C:21]([O:23][C:24]([CH3:27])([CH3:26])[CH3:25])=[O:22])[CH2:16][C:17]([OH:19])=O)=[O:10])[C:2]1[CH:7]=[CH:6][CH:5]=[CH:4][CH:3]=1.[NH2:28][CH2:29][CH2:30][NH:31][C:32](=[O:38])[O:33][C:34]([CH3:37])([CH3:36])[CH3:35].C(Cl)CCl.C1C=CC2N(O)N=NC=2C=1. Product: [C:24]([O:23][C:21]([NH:20][C@H:15]([CH2:16][C:17]([NH:28][CH2:29][CH2:30][NH:31][C:32]([O:33][C:34]([CH3:37])([CH3:36])[CH3:35])=[O:38])=[O:19])[CH2:14][CH2:13][CH2:12][NH:11][C:9](=[O:10])[O:8][CH2:1][C:2]1[CH:3]=[CH:4][CH:5]=[CH:6][CH:7]=1)=[O:22])([CH3:27])([CH3:26])[CH3:25]. The catalyst class is: 9. (7) Reactant: CN(C=O)C1C=CC=CC=1.C([O:13][CH2:14][CH2:15][CH2:16][CH3:17])=C.ClC(OC(=O)OC(Cl)(Cl)Cl)(Cl)Cl.P(Cl)(Cl)(Cl)=O.[F:35][C:36]1[CH:41]=[CH:40][C:39]([C:42]2[C:50]3[C:45](=[CH:46][CH:47]=[CH:48][CH:49]=3)[N:44]([CH:51]([CH3:53])[CH3:52])C=2)=[CH:38][CH:37]=1. Product: [F:35][C:36]1[CH:41]=[CH:40][C:39]([C:42]2[C:50]3[C:45](=[CH:46][CH:47]=[CH:48][CH:49]=3)[N:44]([CH:51]([CH3:53])[CH3:52])[C:17]=2[CH:16]=[CH:15][CH:14]=[O:13])=[CH:38][CH:37]=1. The catalyst class is: 10.